From a dataset of NCI-60 drug combinations with 297,098 pairs across 59 cell lines. Regression. Given two drug SMILES strings and cell line genomic features, predict the synergy score measuring deviation from expected non-interaction effect. (1) Drug 1: COC1=CC(=CC(=C1O)OC)C2C3C(COC3=O)C(C4=CC5=C(C=C24)OCO5)OC6C(C(C7C(O6)COC(O7)C8=CC=CS8)O)O. Drug 2: C(CN)CNCCSP(=O)(O)O. Cell line: SNB-75. Synergy scores: CSS=15.5, Synergy_ZIP=-0.746, Synergy_Bliss=3.30, Synergy_Loewe=-30.8, Synergy_HSA=1.72. (2) Drug 1: C1=NNC2=C1C(=O)NC=N2. Drug 2: CCN(CC)CCCC(C)NC1=C2C=C(C=CC2=NC3=C1C=CC(=C3)Cl)OC. Cell line: NCI-H322M. Synergy scores: CSS=16.9, Synergy_ZIP=-3.20, Synergy_Bliss=1.82, Synergy_Loewe=-16.4, Synergy_HSA=-1.15. (3) Drug 1: CN(CC1=CN=C2C(=N1)C(=NC(=N2)N)N)C3=CC=C(C=C3)C(=O)NC(CCC(=O)O)C(=O)O. Drug 2: CS(=O)(=O)OCCCCOS(=O)(=O)C. Cell line: NCI-H522. Synergy scores: CSS=42.3, Synergy_ZIP=0.669, Synergy_Bliss=1.59, Synergy_Loewe=-3.66, Synergy_HSA=-3.13. (4) Drug 1: CC1=C2C(C(=O)C3(C(CC4C(C3C(C(C2(C)C)(CC1OC(=O)C(C(C5=CC=CC=C5)NC(=O)OC(C)(C)C)O)O)OC(=O)C6=CC=CC=C6)(CO4)OC(=O)C)OC)C)OC. Drug 2: C1=CN(C=N1)CC(O)(P(=O)(O)O)P(=O)(O)O. Cell line: OVCAR3. Synergy scores: CSS=54.9, Synergy_ZIP=2.89, Synergy_Bliss=7.17, Synergy_Loewe=-13.6, Synergy_HSA=8.90. (5) Drug 1: CC1=CC2C(CCC3(C2CCC3(C(=O)C)OC(=O)C)C)C4(C1=CC(=O)CC4)C. Drug 2: C1C(C(OC1N2C=NC3=C(N=C(N=C32)Cl)N)CO)O. Cell line: CCRF-CEM. Synergy scores: CSS=64.8, Synergy_ZIP=-1.98, Synergy_Bliss=-4.35, Synergy_Loewe=-43.2, Synergy_HSA=-3.38. (6) Drug 1: C1=CN(C=N1)CC(O)(P(=O)(O)O)P(=O)(O)O. Drug 2: C1CN(P(=O)(OC1)NCCCl)CCCl. Cell line: SN12C. Synergy scores: CSS=-4.41, Synergy_ZIP=1.71, Synergy_Bliss=1.36, Synergy_Loewe=-1.18, Synergy_HSA=-1.22. (7) Drug 1: CCC1(CC2CC(C3=C(CCN(C2)C1)C4=CC=CC=C4N3)(C5=C(C=C6C(=C5)C78CCN9C7C(C=CC9)(C(C(C8N6C)(C(=O)OC)O)OC(=O)C)CC)OC)C(=O)OC)O.OS(=O)(=O)O. Drug 2: C1=CC=C(C=C1)NC(=O)CCCCCCC(=O)NO. Cell line: A549. Synergy scores: CSS=3.75, Synergy_ZIP=-2.94, Synergy_Bliss=0.731, Synergy_Loewe=-0.559, Synergy_HSA=-0.489.